From a dataset of NCI-60 drug combinations with 297,098 pairs across 59 cell lines. Regression. Given two drug SMILES strings and cell line genomic features, predict the synergy score measuring deviation from expected non-interaction effect. (1) Drug 1: C1=CC=C(C(=C1)C(C2=CC=C(C=C2)Cl)C(Cl)Cl)Cl. Drug 2: CC12CCC3C(C1CCC2OP(=O)(O)O)CCC4=C3C=CC(=C4)OC(=O)N(CCCl)CCCl.[Na+]. Cell line: HL-60(TB). Synergy scores: CSS=-25.5, Synergy_ZIP=12.2, Synergy_Bliss=-6.97, Synergy_Loewe=-35.0, Synergy_HSA=-34.3. (2) Drug 1: CCC1=CC2CC(C3=C(CN(C2)C1)C4=CC=CC=C4N3)(C5=C(C=C6C(=C5)C78CCN9C7C(C=CC9)(C(C(C8N6C)(C(=O)OC)O)OC(=O)C)CC)OC)C(=O)OC.C(C(C(=O)O)O)(C(=O)O)O. Drug 2: CNC(=O)C1=NC=CC(=C1)OC2=CC=C(C=C2)NC(=O)NC3=CC(=C(C=C3)Cl)C(F)(F)F. Cell line: SNB-75. Synergy scores: CSS=42.1, Synergy_ZIP=-1.82, Synergy_Bliss=0.291, Synergy_Loewe=-15.4, Synergy_HSA=0.124. (3) Drug 1: C1C(C(OC1N2C=NC3=C(N=C(N=C32)Cl)N)CO)O. Drug 2: CC1=C(C(CCC1)(C)C)C=CC(=CC=CC(=CC(=O)O)C)C. Cell line: DU-145. Synergy scores: CSS=13.0, Synergy_ZIP=-1.80, Synergy_Bliss=3.50, Synergy_Loewe=-13.8, Synergy_HSA=-0.281. (4) Drug 1: CC1=C2C(C(=O)C3(C(CC4C(C3C(C(C2(C)C)(CC1OC(=O)C(C(C5=CC=CC=C5)NC(=O)OC(C)(C)C)O)O)OC(=O)C6=CC=CC=C6)(CO4)OC(=O)C)OC)C)OC. Drug 2: CC1=C(C(=O)C2=C(C1=O)N3CC4C(C3(C2COC(=O)N)OC)N4)N. Cell line: MOLT-4. Synergy scores: CSS=68.3, Synergy_ZIP=-2.62, Synergy_Bliss=-4.62, Synergy_Loewe=-5.96, Synergy_HSA=-3.42. (5) Drug 1: CS(=O)(=O)C1=CC(=C(C=C1)C(=O)NC2=CC(=C(C=C2)Cl)C3=CC=CC=N3)Cl. Drug 2: C1CNP(=O)(OC1)N(CCCl)CCCl. Cell line: SNB-75. Synergy scores: CSS=0.941, Synergy_ZIP=-0.110, Synergy_Bliss=1.24, Synergy_Loewe=-1.24, Synergy_HSA=-0.894. (6) Drug 1: C1=C(C(=O)NC(=O)N1)N(CCCl)CCCl. Drug 2: C1C(C(OC1N2C=NC3=C(N=C(N=C32)Cl)N)CO)O. Cell line: EKVX. Synergy scores: CSS=-3.63, Synergy_ZIP=-1.26, Synergy_Bliss=-3.81, Synergy_Loewe=-7.14, Synergy_HSA=-7.15. (7) Drug 1: CC1OCC2C(O1)C(C(C(O2)OC3C4COC(=O)C4C(C5=CC6=C(C=C35)OCO6)C7=CC(=C(C(=C7)OC)O)OC)O)O. Drug 2: CCCS(=O)(=O)NC1=C(C(=C(C=C1)F)C(=O)C2=CNC3=C2C=C(C=N3)C4=CC=C(C=C4)Cl)F. Cell line: M14. Synergy scores: CSS=27.9, Synergy_ZIP=-7.98, Synergy_Bliss=-8.70, Synergy_Loewe=-18.5, Synergy_HSA=-5.99.